Dataset: Merck oncology drug combination screen with 23,052 pairs across 39 cell lines. Task: Regression. Given two drug SMILES strings and cell line genomic features, predict the synergy score measuring deviation from expected non-interaction effect. (1) Drug 2: Cn1c(=O)n(-c2ccc(C(C)(C)C#N)cc2)c2c3cc(-c4cnc5ccccc5c4)ccc3ncc21. Cell line: SKMES1. Synergy scores: synergy=23.8. Drug 1: O=C(CCCCCCC(=O)Nc1ccccc1)NO. (2) Drug 1: C=CCn1c(=O)c2cnc(Nc3ccc(N4CCN(C)CC4)cc3)nc2n1-c1cccc(C(C)(C)O)n1. Drug 2: Cc1nc(Nc2ncc(C(=O)Nc3c(C)cccc3Cl)s2)cc(N2CCN(CCO)CC2)n1. Cell line: A375. Synergy scores: synergy=66.0. (3) Drug 2: Cn1c(=O)n(-c2ccc(C(C)(C)C#N)cc2)c2c3cc(-c4cnc5ccccc5c4)ccc3ncc21. Cell line: A427. Drug 1: O=C(CCCCCCC(=O)Nc1ccccc1)NO. Synergy scores: synergy=-38.3. (4) Drug 1: CN(C)C(=N)N=C(N)N. Drug 2: Cn1c(=O)n(-c2ccc(C(C)(C)C#N)cc2)c2c3cc(-c4cnc5ccccc5c4)ccc3ncc21. Cell line: EFM192B. Synergy scores: synergy=25.6. (5) Drug 1: O=C(NOCC(O)CO)c1ccc(F)c(F)c1Nc1ccc(I)cc1F. Drug 2: CNC(=O)c1cc(Oc2ccc(NC(=O)Nc3ccc(Cl)c(C(F)(F)F)c3)cc2)ccn1. Cell line: RPMI7951. Synergy scores: synergy=9.95. (6) Drug 1: CC(=O)OC1C(=O)C2(C)C(O)CC3OCC3(OC(C)=O)C2C(OC(=O)c2ccccc2)C2(O)CC(OC(=O)C(O)C(NC(=O)c3ccccc3)c3ccccc3)C(C)=C1C2(C)C. Drug 2: C#Cc1cccc(Nc2ncnc3cc(OCCOC)c(OCCOC)cc23)c1. Cell line: SW620. Synergy scores: synergy=-7.24. (7) Drug 1: O=C(CCCCCCC(=O)Nc1ccccc1)NO. Drug 2: NC(=O)c1cccc2cn(-c3ccc(C4CCCNC4)cc3)nc12. Cell line: T47D. Synergy scores: synergy=-3.31.